From a dataset of Peptide-MHC class I binding affinity with 185,985 pairs from IEDB/IMGT. Regression. Given a peptide amino acid sequence and an MHC pseudo amino acid sequence, predict their binding affinity value. This is MHC class I binding data. (1) The peptide sequence is LPSIPVHPI. The MHC is HLA-B51:01 with pseudo-sequence HLA-B51:01. The binding affinity (normalized) is 0.680. (2) The peptide sequence is DKKKEYNETW. The MHC is Mamu-B17 with pseudo-sequence Mamu-B17. The binding affinity (normalized) is 0.227. (3) The peptide sequence is RTQAVIYAF. The MHC is HLA-C15:02 with pseudo-sequence HLA-C15:02. The binding affinity (normalized) is 0.330. (4) The peptide sequence is RSYMSFWCK. The MHC is HLA-A69:01 with pseudo-sequence HLA-A69:01. The binding affinity (normalized) is 0.0847. (5) The peptide sequence is LSEEIGLDL. The MHC is HLA-A30:01 with pseudo-sequence HLA-A30:01. The binding affinity (normalized) is 0.0847.